Task: Predict the product of the given reaction.. Dataset: Forward reaction prediction with 1.9M reactions from USPTO patents (1976-2016) (1) Given the reactants [C@@H:1]1([NH:10][C:11]2[CH:16]=[C:15]([CH2:17][C@H:18]3[CH2:34][C@@H:21]4[O:22]C(C5C=CC(OC)=CC=5)[O:24][CH2:25][C@@H:20]4[CH2:19]3)[N:14]=[CH:13][N:12]=2)[C:9]2[C:4](=[CH:5][CH:6]=[CH:7][CH:8]=2)[CH2:3][CH2:2]1.O.CC(O)=O, predict the reaction product. The product is: [C@@H:1]1([NH:10][C:11]2[N:12]=[CH:13][N:14]=[C:15]([CH2:17][C@H:18]3[CH2:34][C@H:21]([OH:22])[C@H:20]([CH2:25][OH:24])[CH2:19]3)[CH:16]=2)[C:9]2[C:4](=[CH:5][CH:6]=[CH:7][CH:8]=2)[CH2:3][CH2:2]1. (2) Given the reactants Cl[CH:2]([CH:19]1[CH2:24][CH2:23][CH2:22][CH2:21][CH2:20]1)[C:3]1[CH:4]=[C:5]([C:11]2[CH:12]=[CH:13][C:14]([O:17][CH3:18])=[N:15][CH:16]=2)[O:6][C:7]=1[CH2:8][O:9][CH3:10].[NH2:25][C:26]1[CH:31]=[CH:30][C:29]([C:32]([NH:34][CH2:35][CH2:36][C:37]([O:39]CC)=[O:38])=[O:33])=[CH:28][CH:27]=1.C(=O)([O-])[O-].[Na+].[Na+].[I-].[Na+], predict the reaction product. The product is: [CH:19]1([CH:2]([NH:25][C:26]2[CH:27]=[CH:28][C:29]([C:32]([NH:34][CH2:35][CH2:36][C:37]([OH:39])=[O:38])=[O:33])=[CH:30][CH:31]=2)[C:3]2[CH:4]=[C:5]([C:11]3[CH:16]=[N:15][C:14]([O:17][CH3:18])=[CH:13][CH:12]=3)[O:6][C:7]=2[CH2:8][O:9][CH3:10])[CH2:24][CH2:23][CH2:22][CH2:21][CH2:20]1. (3) Given the reactants C[O:2][NH:3][S:4]([C:7]1[CH:12]=[CH:11][CH:10]=[CH:9][CH:8]=1)(=[O:6])=[O:5].B(Br)(Br)Br.CO.C1OC1C, predict the reaction product. The product is: [OH:2][NH:3][S:4]([C:7]1[CH:12]=[CH:11][CH:10]=[CH:9][CH:8]=1)(=[O:5])=[O:6].